From a dataset of Reaction yield outcomes from USPTO patents with 853,638 reactions. Predict the reaction yield, written as a fraction of the theoretical maximum amount of product (1.0 means a 100% yield; for example, 0.34 means a 34% yield). (1) The reactants are [CH2:1]([O:8][C:9]1[CH:15]=[CH:14][C:12]([NH2:13])=[C:11]([F:16])[CH:10]=1)[C:2]1[CH:7]=[CH:6][CH:5]=[CH:4][CH:3]=1.[N:17]1([CH2:26]O)[C:21]2[CH:22]=[CH:23][CH:24]=[CH:25][C:20]=2[N:19]=[N:18]1. The catalyst is CO. The product is [N:17]1([CH2:26][NH:13][C:12]2[CH:14]=[CH:15][C:9]([O:8][CH2:1][C:2]3[CH:3]=[CH:4][CH:5]=[CH:6][CH:7]=3)=[CH:10][C:11]=2[F:16])[C:21]2[CH:22]=[CH:23][CH:24]=[CH:25][C:20]=2[N:19]=[N:18]1. The yield is 0.666. (2) The reactants are [C:1]([Si:5]([C:13]1[CH:18]=[CH:17][CH:16]=[CH:15][CH:14]=1)([C:7]1[CH:12]=[CH:11][CH:10]=[CH:9][CH:8]=1)Cl)([CH3:4])([CH3:3])[CH3:2].N1C=CN=C1.CN(C)C=O.[OH:29][CH2:30][C:31]1[CH:32]=[C:33]2[C:38](=[CH:39][CH:40]=1)[CH2:37][N:36]([C:41]([O:43][C:44]([CH3:47])([CH3:46])[CH3:45])=[O:42])[CH2:35][CH2:34]2. The catalyst is C(OCC)(=O)C. The product is [Si:5]([O:29][CH2:30][C:31]1[CH:32]=[C:33]2[C:38](=[CH:39][CH:40]=1)[CH2:37][N:36]([C:41]([O:43][C:44]([CH3:47])([CH3:46])[CH3:45])=[O:42])[CH2:35][CH2:34]2)([C:1]([CH3:4])([CH3:3])[CH3:2])([C:13]1[CH:18]=[CH:17][CH:16]=[CH:15][CH:14]=1)[C:7]1[CH:12]=[CH:11][CH:10]=[CH:9][CH:8]=1. The yield is 1.00. (3) The reactants are C[O:2][C:3](=[O:46])[C:4]1[CH:9]=[CH:8][C:7]([O:10][CH2:11][CH2:12][CH2:13][O:14]/[N:15]=[CH:16]/[C:17]2[CH:22]=[CH:21][C:20]([C:23]3[CH:28]=[CH:27][CH:26]=[CH:25][CH:24]=3)=[CH:19][CH:18]=2)=[CH:6][C:5]=1[NH:29][C:30](=[O:45])[C:31]1[CH:36]=[C:35]([C:37]([F:40])([F:39])[F:38])[CH:34]=[C:33]([C:41]([F:44])([F:43])[F:42])[CH:32]=1.CO.[OH-].[Li+]. The product is [C:20]1([C:23]2[CH:28]=[CH:27][CH:26]=[CH:25][CH:24]=2)[CH:21]=[CH:22][C:17](/[CH:16]=[N:15]/[O:14][CH2:13][CH2:12][CH2:11][O:10][C:7]2[CH:8]=[CH:9][C:4]([C:3]([OH:46])=[O:2])=[C:5]([NH:29][C:30](=[O:45])[C:31]3[CH:36]=[C:35]([C:37]([F:39])([F:40])[F:38])[CH:34]=[C:33]([C:41]([F:42])([F:43])[F:44])[CH:32]=3)[CH:6]=2)=[CH:18][CH:19]=1. The yield is 0.220. The catalyst is O1CCCC1. (4) The reactants are CC[O:3][C:4]([CH:6]1[CH2:11][N:10]([C:12]([O:14][C:15]([CH3:18])([CH3:17])[CH3:16])=[O:13])[C:9]2[CH:19]=[C:20]([Cl:24])[CH:21]=[C:22]([Br:23])[C:8]=2[O:7]1)=[O:5].O.[Li+].[OH-]. The catalyst is C1COCC1. The product is [C:15]([O:14][C:12]([N:10]1[C:9]2[CH:19]=[C:20]([Cl:24])[CH:21]=[C:22]([Br:23])[C:8]=2[O:7][CH:6]([C:4]([OH:5])=[O:3])[CH2:11]1)=[O:13])([CH3:18])([CH3:16])[CH3:17]. The yield is 0.989. (5) The reactants are [F:1][C:2]1[CH:11]=[C:10]2[C:5]([CH:6]=[CH:7][C:8]([CH3:12])=[N:9]2)=[C:4]([N:13]2[CH2:18][CH2:17][N:16]([CH2:19][CH2:20][C:21]3[CH:30]=[CH:29][CH:28]=[C:27]4[C:22]=3[CH2:23][CH2:24][C:25]3[N:26]4[CH:31]=[N:32][C:33]=3[C:34]([O:36]CC)=[O:35])[C@H:15]([CH3:39])[CH2:14]2)[CH:3]=1.[OH-].[K+]. No catalyst specified. The product is [F:1][C:2]1[CH:11]=[C:10]2[C:5]([CH:6]=[CH:7][C:8]([CH3:12])=[N:9]2)=[C:4]([N:13]2[CH2:18][CH2:17][N:16]([CH2:19][CH2:20][C:21]3[CH:30]=[CH:29][CH:28]=[C:27]4[C:22]=3[CH2:23][CH2:24][C:25]3[N:26]4[CH:31]=[N:32][C:33]=3[C:34]([OH:36])=[O:35])[C@H:15]([CH3:39])[CH2:14]2)[CH:3]=1. The yield is 0.840.